Dataset: Full USPTO retrosynthesis dataset with 1.9M reactions from patents (1976-2016). Task: Predict the reactants needed to synthesize the given product. (1) Given the product [Cl:2][C:3]1[CH:4]=[C:5]([CH:6]=[CH:7][CH:8]=1)[CH2:9][C:10]1[N:12]=[CH:19][C:16]([N+:13]([O-:15])=[O:14])=[CH:17][N:11]=1, predict the reactants needed to synthesize it. The reactants are: Cl.[Cl:2][C:3]1[CH:4]=[C:5]([CH2:9][C:10]([NH2:12])=[NH:11])[CH:6]=[CH:7][CH:8]=1.[N+:13]([CH:16]([CH:19]=O)[CH:17]=O)([O-:15])=[O:14].[Na]. (2) Given the product [CH2:1]([C:3]1[O:7][N:6]=[C:5]([C:8]2[CH:13]=[CH:12][C:11]([NH:14][C:34]([CH:22]3[CH2:21][CH2:20][C:19]4[C:24](=[C:25]([N:27]5[CH2:28][CH2:29][N:30]([CH3:33])[CH2:31][CH2:32]5)[CH:26]=[C:17]([F:16])[CH:18]=4)[O:23]3)=[O:35])=[CH:10][CH:9]=2)[N:4]=1)[CH3:2], predict the reactants needed to synthesize it. The reactants are: [CH2:1]([C:3]1[O:7][N:6]=[C:5]([C:8]2[CH:13]=[CH:12][C:11]([NH2:14])=[CH:10][CH:9]=2)[N:4]=1)[CH3:2].Cl.[F:16][C:17]1[CH:18]=[C:19]2[C:24](=[C:25]([N:27]3[CH2:32][CH2:31][N:30]([CH3:33])[CH2:29][CH2:28]3)[CH:26]=1)[O:23][CH:22]([C:34](O)=[O:35])[CH2:21][CH2:20]2.